Dataset: NCI-60 drug combinations with 297,098 pairs across 59 cell lines. Task: Regression. Given two drug SMILES strings and cell line genomic features, predict the synergy score measuring deviation from expected non-interaction effect. (1) Drug 1: CC1=C(C=C(C=C1)NC2=NC=CC(=N2)N(C)C3=CC4=NN(C(=C4C=C3)C)C)S(=O)(=O)N.Cl. Drug 2: CC(C)(C#N)C1=CC(=CC(=C1)CN2C=NC=N2)C(C)(C)C#N. Cell line: COLO 205. Synergy scores: CSS=-11.8, Synergy_ZIP=5.02, Synergy_Bliss=-0.606, Synergy_Loewe=-1.89, Synergy_HSA=-8.54. (2) Drug 1: CN(C)C1=NC(=NC(=N1)N(C)C)N(C)C. Drug 2: CCC1=C2CN3C(=CC4=C(C3=O)COC(=O)C4(CC)O)C2=NC5=C1C=C(C=C5)O. Cell line: UACC-257. Synergy scores: CSS=14.4, Synergy_ZIP=-3.87, Synergy_Bliss=0.454, Synergy_Loewe=-28.6, Synergy_HSA=-4.03. (3) Drug 1: C1=CC(=CC=C1CC(C(=O)O)N)N(CCCl)CCCl.Cl. Drug 2: CN(C(=O)NC(C=O)C(C(C(CO)O)O)O)N=O. Cell line: OVCAR3. Synergy scores: CSS=6.67, Synergy_ZIP=1.87, Synergy_Bliss=4.40, Synergy_Loewe=-12.7, Synergy_HSA=0.686. (4) Drug 1: CC1C(C(CC(O1)OC2CC(CC3=C2C(=C4C(=C3O)C(=O)C5=C(C4=O)C(=CC=C5)OC)O)(C(=O)C)O)N)O.Cl. Drug 2: C1=NC(=NC(=O)N1C2C(C(C(O2)CO)O)O)N. Cell line: CCRF-CEM. Synergy scores: CSS=42.2, Synergy_ZIP=2.46, Synergy_Bliss=4.92, Synergy_Loewe=-10.8, Synergy_HSA=4.68. (5) Synergy scores: CSS=47.5, Synergy_ZIP=3.68, Synergy_Bliss=2.58, Synergy_Loewe=-18.0, Synergy_HSA=1.80. Cell line: ACHN. Drug 1: CCCCC(=O)OCC(=O)C1(CC(C2=C(C1)C(=C3C(=C2O)C(=O)C4=C(C3=O)C=CC=C4OC)O)OC5CC(C(C(O5)C)O)NC(=O)C(F)(F)F)O. Drug 2: C1CC(=O)NC(=O)C1N2C(=O)C3=CC=CC=C3C2=O.